Dataset: Reaction yield outcomes from USPTO patents with 853,638 reactions. Task: Predict the reaction yield, written as a fraction of the theoretical maximum amount of product (1.0 means a 100% yield; for example, 0.34 means a 34% yield). (1) The reactants are C(OC([N:8]1[CH2:12][CH2:11][C@H:10]([O:13][C:14]2[C:15]3[CH2:23][N:22]([CH2:24][C:25]4[CH:30]=[CH:29][CH:28]=[CH:27][CH:26]=4)[CH2:21][CH2:20][C:16]=3[N:17]=[CH:18][N:19]=2)[CH2:9]1)=O)(C)(C)C.C(O)(C(F)(F)F)=O. The catalyst is C(Cl)Cl. The product is [CH2:24]([N:22]1[CH2:21][CH2:20][C:16]2[N:17]=[CH:18][N:19]=[C:14]([O:13][C@H:10]3[CH2:11][CH2:12][NH:8][CH2:9]3)[C:15]=2[CH2:23]1)[C:25]1[CH:30]=[CH:29][CH:28]=[CH:27][CH:26]=1. The yield is 1.00. (2) The reactants are [CH3:1][C:2]([S:7]([CH:10]1[CH2:15][CH2:14][O:13][CH2:12][CH2:11]1)(=[O:9])=[O:8])([CH3:6])[C:3]([OH:5])=O.C(Cl)(=O)C(Cl)=O.[C:22]([C:26]1[CH:30]=[C:29]([CH2:31][NH2:32])[O:28][N:27]=1)([CH3:25])([CH3:24])[CH3:23].C(N(CC)C(C)C)(C)C. The catalyst is CN(C=O)C.C(Cl)Cl. The product is [C:22]([C:26]1[CH:30]=[C:29]([CH2:31][NH:32][C:3](=[O:5])[C:2]([CH3:1])([S:7]([CH:10]2[CH2:15][CH2:14][O:13][CH2:12][CH2:11]2)(=[O:9])=[O:8])[CH3:6])[O:28][N:27]=1)([CH3:25])([CH3:23])[CH3:24]. The yield is 0.440. (3) The reactants are FC(F)(F)S(O[C:7]1[CH2:8][CH2:9][N:10]([C:13]([O:15][C:16]([CH3:19])([CH3:18])[CH3:17])=[O:14])[CH2:11][CH:12]=1)(=O)=O.[CH3:22][C:23]1[CH:28]=[C:27](B2OC(C)(C)C(C)(C)O2)[CH:26]=[C:25]([CH3:38])[C:24]=1[OH:39].C(=O)([O-])[O-].[K+].[K+].CN(C)C=O.ClCCl. The catalyst is Cl[Pd]Cl.C1(P(C2C=CC=CC=2)[C-]2C=CC=C2)C=CC=CC=1.[C-]1(P(C2C=CC=CC=2)C2C=CC=CC=2)C=CC=C1.[Fe+2]. The product is [OH:39][C:24]1[C:25]([CH3:38])=[CH:26][C:27]([C:7]2[CH2:8][CH2:9][N:10]([C:13]([O:15][C:16]([CH3:19])([CH3:18])[CH3:17])=[O:14])[CH2:11][CH:12]=2)=[CH:28][C:23]=1[CH3:22]. The yield is 0.821. (4) The reactants are [CH2:1]([Li])[CH2:2][CH2:3][CH3:4].O=C1CC[N:10]([C:13]([O:15][C:16]([CH3:19])([CH3:18])[CH3:17])=[O:14])[CH2:9][CH2:8]1. The catalyst is [Br-].C[P+](C1C=CC=CC=1)(C1C=CC=CC=1)C1C=CC=CC=1.C1COCC1.CCCCCC. The product is [CH2:4]=[C:3]1[CH2:8][CH2:9][N:10]([C:13]([O:15][C:16]([CH3:19])([CH3:18])[CH3:17])=[O:14])[CH2:1][CH2:2]1. The yield is 0.590. (5) The reactants are [OH:1][CH2:2][C:3]1[C:4]([S:26]([CH3:29])(=[O:28])=[O:27])=[CH:5][C:6]2[N:10]3[CH2:11][CH2:12][N:13]([C:18]([O:20][C:21]([CH3:24])([CH3:23])[CH3:22])=[O:19])[C@H:14]([CH:15]([CH3:17])[CH3:16])[C:9]3=[N:8][C:7]=2[CH:25]=1.CCN(CC)CC.[C:37](Cl)([CH3:39])=[O:38].CCOC(C)=O. The catalyst is C(Cl)Cl. The yield is 0.811. The product is [C:37]([O:1][CH2:2][C:3]1[C:4]([S:26]([CH3:29])(=[O:27])=[O:28])=[CH:5][C:6]2[N:10]3[CH2:11][CH2:12][N:13]([C:18]([O:20][C:21]([CH3:23])([CH3:24])[CH3:22])=[O:19])[C@H:14]([CH:15]([CH3:16])[CH3:17])[C:9]3=[N:8][C:7]=2[CH:25]=1)(=[O:38])[CH3:39]. (6) The reactants are [NH2:1][C:2]1[CH:7]=[CH:6][CH:5]=[C:4]([C:8]([CH:10]2[CH2:15][CH2:14][N:13]([CH3:16])[CH2:12][CH2:11]2)=[O:9])[N:3]=1.[Br:17][C:18]1[CH:22]=[CH:21][S:20][C:19]=1[C:23]([Cl:25])=[O:24]. The catalyst is O1CCOCC1. The product is [ClH:25].[Br:17][C:18]1[CH:22]=[CH:21][S:20][C:19]=1[C:23]([NH:1][C:2]1[CH:7]=[CH:6][CH:5]=[C:4]([C:8]([CH:10]2[CH2:15][CH2:14][N:13]([CH3:16])[CH2:12][CH2:11]2)=[O:9])[N:3]=1)=[O:24]. The yield is 0.780. (7) The reactants are [Cl:1][C:2]1[CH:3]=[C:4]([CH2:8][CH:9]([CH3:14])[CH2:10][C:11]([OH:13])=O)[CH:5]=[CH:6][CH:7]=1.C(Cl)(=O)C(Cl)=O.[Al+3].[Cl-].[Cl-].[Cl-]. The catalyst is C(Cl)Cl.CN(C=O)C. The product is [Cl:1][C:2]1[CH:3]=[C:4]2[C:5](=[CH:6][CH:7]=1)[C:11](=[O:13])[CH2:10][CH:9]([CH3:14])[CH2:8]2. The yield is 0.750. (8) The reactants are [Cl:1][C:2]1[C:11]2[C:6](=[CH:7][C:8]([CH3:12])=[CH:9][CH:10]=2)[N:5]=[C:4]([C:13]2[C:18]([O:19]C)=[CH:17][CH:16]=[CH:15][C:14]=2[F:21])[N:3]=1.B(Br)(Br)Br. The catalyst is C(Cl)Cl. The product is [Cl:1][C:2]1[C:11]2[C:6](=[CH:7][C:8]([CH3:12])=[CH:9][CH:10]=2)[N:5]=[C:4]([C:13]2[C:14]([F:21])=[CH:15][CH:16]=[CH:17][C:18]=2[OH:19])[N:3]=1. The yield is 0.660.